The task is: Predict the reactants needed to synthesize the given product.. This data is from Full USPTO retrosynthesis dataset with 1.9M reactions from patents (1976-2016). (1) Given the product [CH2:9]([O:16][C:17]1[CH:22]=[C:21]([O:23][CH2:24][C:25]2[CH:30]=[CH:29][CH:28]=[CH:27][CH:26]=2)[C:20]([Br:1])=[CH:19][C:18]=1[C:31](=[O:34])[CH2:32][Br:33])[C:10]1[CH:15]=[CH:14][CH:13]=[CH:12][CH:11]=1, predict the reactants needed to synthesize it. The reactants are: [Br:1]N1C(=O)CCC1=O.[CH2:9]([O:16][C:17]1[CH:22]=[C:21]([O:23][CH2:24][C:25]2[CH:30]=[CH:29][CH:28]=[CH:27][CH:26]=2)[CH:20]=[CH:19][C:18]=1[C:31](=[O:34])[CH2:32][Br:33])[C:10]1[CH:15]=[CH:14][CH:13]=[CH:12][CH:11]=1. (2) Given the product [CH2:19]([O:18][CH:4]([O:3][CH2:1][CH3:2])[C:5]1[CH:10]=[CH:9][C:8](/[CH:11]=[CH:12]/[CH2:13][OH:14])=[CH:7][CH:6]=1)[CH3:20], predict the reactants needed to synthesize it. The reactants are: [CH2:1]([O:3][CH:4]([O:18][CH2:19][CH3:20])[C:5]1[CH:10]=[CH:9][C:8](/[CH:11]=[CH:12]/[C:13](OCC)=[O:14])=[CH:7][CH:6]=1)[CH3:2].CC(C[AlH]CC(C)C)C.CO.O. (3) The reactants are: [C:1]([C:3]1([C:6]2[CH:7]=[C:8]([CH:29]=[CH:30][CH:31]=2)[C:9]([NH:11][C:12]2[CH:17]=[CH:16][C:15]([CH3:18])=[C:14]([O:19][C:20]3[CH:25]=[CH:24][C:23]([N+:26]([O-])=O)=[CH:22][CH:21]=3)[CH:13]=2)=[O:10])[CH2:5][CH2:4]1)#[N:2]. Given the product [NH2:26][C:23]1[CH:22]=[CH:21][C:20]([O:19][C:14]2[CH:13]=[C:12]([NH:11][C:9](=[O:10])[C:8]3[CH:29]=[CH:30][CH:31]=[C:6]([C:3]4([C:1]#[N:2])[CH2:5][CH2:4]4)[CH:7]=3)[CH:17]=[CH:16][C:15]=2[CH3:18])=[CH:25][CH:24]=1, predict the reactants needed to synthesize it. (4) The reactants are: C(OC([N:6]1[CH2:12][CH:11]([NH2:13])[C:10]2=[N:14][C:15]([C:19]3[CH:24]=[CH:23][N:22]=[CH:21][N:20]=3)=[CH:16][C:17](=[O:18])[N:9]2[CH2:8][CH2:7]1)=O)C.[BrH:25]. Given the product [BrH:25].[BrH:25].[NH2:13][CH:11]1[C:10]2=[N:14][C:15]([C:19]3[CH:24]=[CH:23][N:22]=[CH:21][N:20]=3)=[CH:16][C:17](=[O:18])[N:9]2[CH2:8][CH2:7][NH:6][CH2:12]1, predict the reactants needed to synthesize it. (5) The reactants are: C([O:5][C:6](=[O:36])[C:7]([S:10][C:11]1[S:12][CH:13]=[C:14]([CH2:16][CH2:17][NH:18][C:19]([O:21][CH2:22][CH:23]2[C:35]3[CH:34]=[CH:33][CH:32]=[CH:31][C:30]=3[C:29]3[C:24]2=[CH:25][CH:26]=[CH:27][CH:28]=3)=[O:20])[N:15]=1)([CH3:9])[CH3:8])(C)(C)C.FC(F)(F)C(O)=O.O. Given the product [CH:34]1[C:35]2[CH:23]([CH2:22][O:21][C:19]([NH:18][CH2:17][CH2:16][C:14]3[N:15]=[C:11]([S:10][C:7]([CH3:9])([CH3:8])[C:6]([OH:36])=[O:5])[S:12][CH:13]=3)=[O:20])[C:24]3[C:29](=[CH:28][CH:27]=[CH:26][CH:25]=3)[C:30]=2[CH:31]=[CH:32][CH:33]=1, predict the reactants needed to synthesize it.